This data is from Reaction yield outcomes from USPTO patents with 853,638 reactions. The task is: Predict the reaction yield, written as a fraction of the theoretical maximum amount of product (1.0 means a 100% yield; for example, 0.34 means a 34% yield). (1) The reactants are [Br:1][C:2]1[C:3]([CH2:8][O:9][C:10]2[CH:15]=[C:14]([Cl:16])[CH:13]=[CH:12][C:11]=2I)=[N:4][CH:5]=[CH:6][CH:7]=1. The catalyst is C(NCC)C.CCOCC.Cl[Pd](Cl)([P](C1C=CC=CC=1)(C1C=CC=CC=1)C1C=CC=CC=1)[P](C1C=CC=CC=1)(C1C=CC=CC=1)C1C=CC=CC=1. The product is [Br:1][C:2]1[C:3]([CH2:8][O:9][C:10]2[CH:15]=[C:14]([Cl:16])[CH:13]=[CH:12][C:11]=2[C:7]#[C:2][CH2:3][CH3:8])=[N:4][CH:5]=[CH:6][CH:7]=1. The yield is 0.750. (2) The reactants are [CH3:1][C:2]1([CH3:16])[C:6]([CH3:8])([CH3:7])[O:5][B:4]([C:9]2[CH:14]=[CH:13][C:12]([OH:15])=[CH:11][CH:10]=2)[O:3]1.[H-].[Na+].[C:19]([O:23][C:24](=[O:27])[CH2:25]Br)([CH3:22])([CH3:21])[CH3:20]. The catalyst is C1COCC1. The product is [CH3:8][C:6]1([CH3:7])[C:2]([CH3:16])([CH3:1])[O:3][B:4]([C:9]2[CH:14]=[CH:13][C:12]([O:15][CH2:25][C:24]([O:23][C:19]([CH3:22])([CH3:21])[CH3:20])=[O:27])=[CH:11][CH:10]=2)[O:5]1. The yield is 0.740. (3) The reactants are Cl[C:2]1[C:11]2[C:6](=[CH:7][CH:8]=[CH:9][CH:10]=2)[N:5]=[CH:4][N:3]=1.[C:12]([C:16]1[CH:23]=[CH:22][C:19]([CH2:20][NH2:21])=[CH:18][CH:17]=1)([CH3:15])([CH3:14])[CH3:13].C(N(CC)C(C)C)(C)C.FC(F)(F)C(O)=O. The catalyst is CN1CCCC1=O. The product is [C:12]([C:16]1[CH:17]=[CH:18][C:19]([CH2:20][NH:21][C:2]2[C:11]3[C:6](=[CH:7][CH:8]=[CH:9][CH:10]=3)[N:5]=[CH:4][N:3]=2)=[CH:22][CH:23]=1)([CH3:15])([CH3:13])[CH3:14]. The yield is 0.720. (4) The reactants are [CH3:1][C:2]1[N:6]([CH:7]([CH2:11][CH3:12])[C:8]([OH:10])=O)[N:5]=[C:4]([C:13]([F:16])([F:15])[F:14])[CH:3]=1.[F:17][C:18]1[CH:23]=[CH:22][C:21]([N:24]2[C:32]3[CH2:31][CH2:30][CH:29]([CH3:33])[NH:28][C:27]=3[CH:26]=[N:25]2)=[CH:20][CH:19]=1. No catalyst specified. The product is [F:17][C:18]1[CH:19]=[CH:20][C:21]([N:24]2[C:32]3[CH2:31][CH2:30][CH:29]([CH3:33])[N:28]([C:8](=[O:10])[CH:7]([N:6]4[C:2]([CH3:1])=[CH:3][C:4]([C:13]([F:16])([F:15])[F:14])=[N:5]4)[CH2:11][CH3:12])[C:27]=3[CH:26]=[N:25]2)=[CH:22][CH:23]=1. The yield is 0.460. (5) The reactants are [CH2:1]([N:3]([S:28]([CH3:31])(=[O:30])=[O:29])[C:4]1[C:5]([C:24]#[C:25]CO)=[CH:6][C:7]2[C:11]([CH:12]=1)=[N:10][N:9]([C:13]1[CH:18]=[CH:17][C:16]([F:19])=[CH:15][CH:14]=1)[C:8]=2[C:20]([NH:22][CH3:23])=[O:21])[CH3:2].[OH-].[K+]. The catalyst is C(OCC)C.[O-2].[O-2].[Mn+4]. The product is [CH2:1]([N:3]([S:28]([CH3:31])(=[O:30])=[O:29])[C:4]1[C:5]([C:24]#[CH:25])=[CH:6][C:7]2[C:11]([CH:12]=1)=[N:10][N:9]([C:13]1[CH:18]=[CH:17][C:16]([F:19])=[CH:15][CH:14]=1)[C:8]=2[C:20]([NH:22][CH3:23])=[O:21])[CH3:2]. The yield is 0.310. (6) The reactants are B.C1COCC1.[CH3:7][O:8][C:9]1[CH:30]=[CH:29][C:12]([CH2:13][N:14]2[CH:19]=[C:18]([C:20](O)=[O:21])[C:17]([C:23]([O:25][CH3:26])=[O:24])=[C:16]([Cl:27])[C:15]2=[O:28])=[CH:11][CH:10]=1. The catalyst is CO. The product is [CH3:7][O:8][C:9]1[CH:30]=[CH:29][C:12]([CH2:13][N:14]2[CH:19]=[C:18]([CH2:20][OH:21])[C:17]([C:23]([O:25][CH3:26])=[O:24])=[C:16]([Cl:27])[C:15]2=[O:28])=[CH:11][CH:10]=1. The yield is 1.00. (7) The reactants are [CH2:1]([C:3]1[N:13]([CH2:14][C:15]2[CH:16]=[C:17]([CH:28]=[CH:29][CH:30]=2)[C:18]([C:20]2[CH:27]=[CH:26][C:23]([CH2:24]O)=[CH:22][CH:21]=2)=[O:19])[C:6]2=[N:7][C:8]([CH3:12])=[CH:9][C:10]([CH3:11])=[C:5]2[N:4]=1)[CH3:2].C(N(CC)CC)C.CS(Cl)(=O)=O.C(=O)([O-])O.[Na+].[CH3:48][N:49]1[CH2:54][CH2:53][NH:52][CH2:51][CH2:50]1. The catalyst is ClCCl.C(Cl)(Cl)Cl. The product is [CH2:1]([C:3]1[N:13]([CH2:14][C:15]2[CH:16]=[C:17]([CH:28]=[CH:29][CH:30]=2)[C:18]([C:20]2[CH:27]=[CH:26][C:23]([CH2:24][N:52]3[CH2:53][CH2:54][N:49]([CH3:48])[CH2:50][CH2:51]3)=[CH:22][CH:21]=2)=[O:19])[C:6]2=[N:7][C:8]([CH3:12])=[CH:9][C:10]([CH3:11])=[C:5]2[N:4]=1)[CH3:2]. The yield is 0.300.